Dataset: Reaction yield outcomes from USPTO patents with 853,638 reactions. Task: Predict the reaction yield, written as a fraction of the theoretical maximum amount of product (1.0 means a 100% yield; for example, 0.34 means a 34% yield). (1) The reactants are Cl[C:2]1[CH:7]=[CH:6][C:5]([C:8]([NH:10][C@@H:11]([CH:16]2[CH2:21][CH2:20][CH2:19][CH2:18][CH2:17]2)[C:12]([O:14][CH3:15])=[O:13])=[O:9])=[C:4]([NH:22][C:23]([NH:25][C:26]2[C:31]([CH3:32])=[CH:30][CH:29]=[CH:28][C:27]=2[CH3:33])=[O:24])[CH:3]=1.[S:34]1[CH:38]=[CH:37][CH:36]=[C:35]1B(O)O.C(=O)([O-])[O-].[Na+].[Na+].C(#N)C. The catalyst is C(OCC)(=O)C.C1CCC(P(C2CCCCC2)C2CCCCC2)CC1.C1CCC(P(C2CCCCC2)C2CCCCC2)CC1.Cl[Pd]Cl. The product is [CH:16]1([C@H:11]([NH:10][C:8]([C:5]2[CH:6]=[CH:7][C:2]([C:35]3[S:34][CH:38]=[CH:37][CH:36]=3)=[CH:3][C:4]=2[NH:22][C:23]([NH:25][C:26]2[C:31]([CH3:32])=[CH:30][CH:29]=[CH:28][C:27]=2[CH3:33])=[O:24])=[O:9])[C:12]([O:14][CH3:15])=[O:13])[CH2:21][CH2:20][CH2:19][CH2:18][CH2:17]1. The yield is 0.610. (2) The reactants are [F:1][C:2]1[CH:9]=[C:8]([Br:10])[CH:7]=[CH:6][C:3]=1[CH:4]=[O:5].[CH2:11](O)[CH2:12][OH:13]. The catalyst is C1(C)C=CC(S(O)(=O)=O)=CC=1.C1(C)C=CC=CC=1. The product is [F:1][C:2]1[CH:9]=[C:8]([Br:10])[CH:7]=[CH:6][C:3]=1[CH:4]1[O:13][CH2:12][CH2:11][O:5]1. The yield is 0.970.